Dataset: Full USPTO retrosynthesis dataset with 1.9M reactions from patents (1976-2016). Task: Predict the reactants needed to synthesize the given product. The reactants are: [NH2:1][C:2]12[CH2:9][CH2:8][C:5]([C:10]([O:12][CH:13]3[CH2:18][CH2:17][CH2:16][CH2:15][O:14]3)=[O:11])([CH2:6][CH2:7]1)[CH2:4][CH2:3]2.Br[CH2:20][C:21]([N:23]1[CH2:27][C@@H:26]([F:28])[CH2:25][C@H:24]1[C:29]#[N:30])=[O:22]. Given the product [O:14]1[CH2:15][CH2:16][CH2:17][CH2:18][CH:13]1[O:12][C:10]([C:5]12[CH2:6][CH2:7][C:2]([NH:1][CH2:20][C:21]([N:23]3[CH2:27][C@@H:26]([F:28])[CH2:25][C@H:24]3[C:29]#[N:30])=[O:22])([CH2:9][CH2:8]1)[CH2:3][CH2:4]2)=[O:11], predict the reactants needed to synthesize it.